This data is from Reaction yield outcomes from USPTO patents with 853,638 reactions. The task is: Predict the reaction yield, written as a fraction of the theoretical maximum amount of product (1.0 means a 100% yield; for example, 0.34 means a 34% yield). (1) The reactants are [N:1]1[CH:6]=[CH:5][CH:4]=[C:3]([CH2:7][CH:8](C(C(OCC)=O)C(OCC)=O)[CH3:9])[CH:2]=1.[C:21](=[O:24])(O)[O-:22].[Na+]. The catalyst is Cl. The product is [N:1]1[CH:6]=[CH:5][CH:4]=[C:3]([CH2:7][CH:8]([CH3:9])[C:21]([OH:22])=[O:24])[CH:2]=1. The yield is 0.464. (2) The reactants are [CH3:1][S:2]([C:5]1[CH:6]=[CH:7][C:8]([O:18]CC2C=CC(OC)=CC=2)=[C:9]([C:11](=O)[CH2:12][CH2:13][C:14](=O)[CH3:15])[CH:10]=1)(=[O:4])=[O:3].[CH2:28]([O:30][C:31](=[O:39])[C:32]1[CH:37]=[CH:36][CH:35]=[C:34]([NH2:38])[CH:33]=1)[CH3:29].C1(C)C=CC(S(O)(=O)=O)=CC=1. The catalyst is C1(C)C=CC=CC=1. The product is [CH2:28]([O:30][C:31](=[O:39])[C:32]1[CH:37]=[CH:36][CH:35]=[C:34]([N:38]2[C:14]([CH3:15])=[CH:13][CH:12]=[C:11]2[C:9]2[CH:10]=[C:5]([S:2]([CH3:1])(=[O:3])=[O:4])[CH:6]=[CH:7][C:8]=2[OH:18])[CH:33]=1)[CH3:29]. The yield is 0.740. (3) The reactants are C(N1[CH2:9][CH2:8][N:7]([C:10](=[O:39])[CH:11]([NH:31][C:32]([O:34][C:35]([CH3:38])([CH3:37])[CH3:36])=[O:33])[CH2:12][C:13]2[CH:30]=[CH:29][C:16]([O:17][C:18]3[CH:23]=[CH:22][C:21]([CH2:24][CH2:25][C:26]([OH:28])=O)=[CH:20][CH:19]=3)=[CH:15][CH:14]=2)[CH2:6]C1)(=O)C.ON1C2C=CC=CC=2N=N1.CCN=C=NCCCN(C)C.C(N(CC)CC)C.Cl.[CH2:69]([O:76][NH2:77])[C:70]1[CH:75]=[CH:74][CH:73]=[CH:72][CH:71]=1.[CH3:78][OH:79]. The catalyst is CN(C=O)C.C(Cl)(Cl)Cl. The product is [C:35]([O:34][C:32](=[O:33])[NH:31][CH:11]([CH2:12][C:13]1[CH:30]=[CH:29][C:16]([O:17][C:18]2[CH:19]=[CH:20][C:21]([CH2:24][CH2:25][C:26](=[O:28])[NH:77][O:76][CH2:69][C:70]3[CH:75]=[CH:74][CH:73]=[CH:72][CH:71]=3)=[CH:22][CH:23]=2)=[CH:15][CH:14]=1)[C:10]([N:7]1[CH2:6][CH2:78][O:79][CH2:9][CH2:8]1)=[O:39])([CH3:38])([CH3:36])[CH3:37]. The yield is 0.440. (4) The catalyst is CN(C=O)C. The reactants are [CH:1]([C:3]1[CH:4]=[C:5]([C:8]([O:10][CH3:11])=[O:9])[NH:6][CH:7]=1)=[O:2].[H-].[Na+].[CH3:14]I. The yield is 0.957. The product is [CH:1]([C:3]1[CH:4]=[C:5]([C:8]([O:10][CH3:11])=[O:9])[N:6]([CH3:14])[CH:7]=1)=[O:2]. (5) The reactants are [CH3:1][O:2][C:3]([C:5]1[C:13]([NH:14][C:15]2[CH:20]=[CH:19][CH:18]=[CH:17][C:16]=2[CH3:21])=[C:12]([F:22])[C:8]2[NH:9][CH:10]=[N:11][C:7]=2[CH:6]=1)=[O:4].C1COCC1.CO.C1C(=O)N([Br:37])C(=O)C1.CC1C=CC(S(O)(=O)=O)=CC=1.O. The catalyst is CO. The product is [CH3:1][O:2][C:3]([C:5]1[C:13]([NH:14][C:15]2[CH:20]=[CH:19][C:18]([Br:37])=[CH:17][C:16]=2[CH3:21])=[C:12]([F:22])[C:8]2[NH:9][CH:10]=[N:11][C:7]=2[CH:6]=1)=[O:4]. The yield is 0.790. (6) The reactants are [C:1]([OH:10])(=[O:9])[CH2:2][CH2:3][CH2:4][CH2:5][C:6]([OH:8])=[O:7].O[CH2:12][CH:13]1[CH2:18][CH:17]2[CH2:19][CH:14]1[CH2:15][CH2:16]2. The catalyst is C1(C)C=CC(S(O)(=O)=O)=CC=1.C1(C)C=CC=CC=1. The product is [C:1]([O:10][CH2:12][CH:13]1[CH2:18][CH:17]2[CH2:19][CH:14]1[CH2:15][CH2:16]2)(=[O:9])[CH2:2][CH2:3][CH2:4][CH2:5][C:6]([O:8][CH2:12][CH:13]1[CH2:18][CH:17]2[CH2:19][CH:14]1[CH2:15][CH2:16]2)=[O:7]. The yield is 0.855.